Dataset: Acute oral toxicity (LD50) regression data from Zhu et al.. Task: Regression/Classification. Given a drug SMILES string, predict its toxicity properties. Task type varies by dataset: regression for continuous values (e.g., LD50, hERG inhibition percentage) or binary classification for toxic/non-toxic outcomes (e.g., AMES mutagenicity, cardiotoxicity, hepatotoxicity). Dataset: ld50_zhu. The molecule is CC1CCC2C(C)C(=O)OC3OC4(C)CCC1C32OO4. The rat oral LD50 is 1.70, given as -log10 of the dose in mol/kg body weight (higher means more acutely toxic).